Predict which catalyst facilitates the given reaction. From a dataset of Catalyst prediction with 721,799 reactions and 888 catalyst types from USPTO. (1) Reactant: [NH2:1][C:2]1[C:3]([F:10])=[CH:4][C:5]([F:9])=[C:6]([OH:8])[CH:7]=1.CC(C)([O-])C.[K+].[Cl:17][C:18]1[CH:19]=[N:20][CH:21]=[C:22](Cl)[CH:23]=1.C(=O)([O-])[O-].[K+].[K+]. Product: [Cl:17][C:18]1[CH:23]=[C:22]([O:8][C:6]2[C:5]([F:9])=[CH:4][C:3]([F:10])=[C:2]([NH2:1])[CH:7]=2)[CH:21]=[N:20][CH:19]=1. The catalyst class is: 58. (2) Reactant: Br[C:2]1[N:6]([S:7]([C:10]2[CH:11]=[N:12][CH:13]=[CH:14][CH:15]=2)(=[O:9])=[O:8])[CH:5]=[C:4]([CH2:16][N:17]([CH3:25])[C:18](=[O:24])[O:19][C:20]([CH3:23])([CH3:22])[CH3:21])[CH:3]=1.[C:26]([C:29]1[C:30]([F:38])=[C:31](B(O)O)[CH:32]=[CH:33][CH:34]=1)(=[O:28])[CH3:27].C(=O)([O-])[O-].[Na+].[Na+]. Product: [C:26]([C:29]1[C:30]([F:38])=[C:31]([C:2]2[N:6]([S:7]([C:10]3[CH:11]=[N:12][CH:13]=[CH:14][CH:15]=3)(=[O:9])=[O:8])[CH:5]=[C:4]([CH2:16][N:17]([CH3:25])[C:18](=[O:24])[O:19][C:20]([CH3:23])([CH3:22])[CH3:21])[CH:3]=2)[CH:32]=[CH:33][CH:34]=1)(=[O:28])[CH3:27]. The catalyst class is: 73. (3) Reactant: [H-].[Al+3].[Li+].[H-].[H-].[H-].[Cl-].[Al+3].[Cl-].[Cl-].[OH:11][C@@H:12]([CH2:33][N:34]1[CH2:39][CH2:38][CH:37]([C:40]2[CH:49]=[CH:48][C:47]3[C:42](=[CH:43][CH:44]=[CH:45][CH:46]=3)[CH:41]=2)[CH2:36][CH2:35]1)[CH2:13][O:14][C:15]1[CH:16]=[CH:17][CH:18]=[C:19]2[C:24]=1[O:23][CH2:22][C:21]([C:25]([N:27]1[CH2:32][CH2:31][O:30][CH2:29][CH2:28]1)=O)=[CH:20]2.[C:50]([OH:57])(=[O:56])/[CH:51]=[CH:52]\[C:53]([OH:55])=[O:54]. Product: [C:50]([OH:57])(=[O:56])/[CH:51]=[CH:52]\[C:53]([OH:55])=[O:54].[OH:11][C@@H:12]([CH2:33][N:34]1[CH2:39][CH2:38][CH:37]([C:40]2[CH:49]=[CH:48][C:47]3[C:42](=[CH:43][CH:44]=[CH:45][CH:46]=3)[CH:41]=2)[CH2:36][CH2:35]1)[CH2:13][O:14][C:15]1[CH:16]=[CH:17][CH:18]=[C:19]2[C:24]=1[O:23][CH2:22][C:21]([CH2:25][N:27]1[CH2:28][CH2:29][O:30][CH2:31][CH2:32]1)=[CH:20]2. The catalyst class is: 219. (4) Product: [CH3:25][O:24][N:23]([CH3:22])[C:18]([C:4]1[C:5]2[O:9][C:8]([C:10]3[CH:15]=[CH:14][C:13]([OH:16])=[CH:12][CH:11]=3)=[CH:7][C:6]=2[CH:17]=[C:2]([OH:1])[CH:3]=1)=[O:20]. Reactant: [OH:1][C:2]1[CH:3]=[C:4]([C:18]([OH:20])=O)[C:5]2[O:9][C:8]([C:10]3[CH:15]=[CH:14][C:13]([OH:16])=[CH:12][CH:11]=3)=[CH:7][C:6]=2[CH:17]=1.Cl.[CH3:22][NH:23][O:24][CH3:25].CCN=C=NCCCN(C)C.Cl. The catalyst class is: 241.